From a dataset of Forward reaction prediction with 1.9M reactions from USPTO patents (1976-2016). Predict the product of the given reaction. (1) Given the reactants [C:1]1(=O)[O:6][C:4](=[O:5])[C:3]2=[CH:7][CH:8]=[CH:9][CH:10]=[C:2]12.[C:12]1([OH:18])[CH:17]=[CH:16][CH:15]=[CH:14][CH:13]=1, predict the reaction product. The product is: [CH:8]1[CH:9]=[CH:10][C:2]2[C:1]([C:15]3[CH:14]=[CH:13][C:12]([OH:18])=[CH:17][CH:16]=3)([C:15]3[CH:14]=[CH:13][C:12]([OH:18])=[CH:17][CH:16]=3)[O:6][C:4](=[O:5])[C:3]=2[CH:7]=1. (2) The product is: [NH:25]1[CH:29]=[C:28]([C:2]2[CH:3]=[CH:4][C:5]3[N:6]([C:8]([CH2:11][NH:12][C:13]4[C:22]5[C:17](=[CH:18][C:19]([O:23][CH3:24])=[CH:20][N:21]=5)[N:16]=[CH:15][CH:14]=4)=[N:9][N:10]=3)[N:7]=2)[CH:27]=[N:26]1. Given the reactants Cl[C:2]1[CH:3]=[CH:4][C:5]2[N:6]([C:8]([CH2:11][NH:12][C:13]3[C:22]4[C:17](=[CH:18][C:19]([O:23][CH3:24])=[CH:20][N:21]=4)[N:16]=[CH:15][CH:14]=3)=[N:9][N:10]=2)[N:7]=1.[NH:25]1[CH:29]=[C:28](B(O)O)[CH:27]=[N:26]1.CN(C=O)C.C(=O)([O-])[O-].[K+].[K+].O, predict the reaction product. (3) Given the reactants [Br:1][C:2]1[CH:3]=[C:4]2[C:9](=[C:10]([F:12])[CH:11]=1)[C:8](=[O:13])[NH:7][CH2:6][CH2:5]2.[CH3:14][C:15]([O:18][C:19](O[C:19]([O:18][C:15]([CH3:17])([CH3:16])[CH3:14])=[O:20])=[O:20])([CH3:17])[CH3:16], predict the reaction product. The product is: [Br:1][C:2]1[CH:3]=[C:4]2[C:9](=[C:10]([F:12])[CH:11]=1)[C:8](=[O:13])[N:7]([C:19]([O:18][C:15]([CH3:17])([CH3:16])[CH3:14])=[O:20])[CH2:6][CH2:5]2. (4) Given the reactants Cl[C:2]1[CH:7]=[CH:6][N:5]=[C:4]2[CH:8]=[C:9]([C:11]3[S:12][CH:13]=[C:14]([C:16]([OH:19])([CH3:18])[CH3:17])[N:15]=3)[S:10][C:3]=12.CN(C=O)C.C(=O)([O-])[O-].[Cs+].[Cs+].[CH3:31][C:32]1[NH:33][C:34]2[C:39]([CH:40]=1)=[CH:38][C:37]([OH:41])=[CH:36][CH:35]=2, predict the reaction product. The product is: [NH4+:5].[OH-:19].[CH3:31][C:32]1[NH:33][C:34]2[C:39]([CH:40]=1)=[CH:38][C:37]([O:41][C:2]1[CH:7]=[CH:6][N:5]=[C:4]3[CH:8]=[C:9]([C:11]4[S:12][CH:13]=[C:14]([C:16]([OH:19])([CH3:18])[CH3:17])[N:15]=4)[S:10][C:3]=13)=[CH:36][CH:35]=2.